This data is from Reaction yield outcomes from USPTO patents with 853,638 reactions. The task is: Predict the reaction yield, written as a fraction of the theoretical maximum amount of product (1.0 means a 100% yield; for example, 0.34 means a 34% yield). The yield is 0.920. The product is [C:1]([C:4]1[C:22](=[O:23])[C@@:8]2([CH3:24])[C:9]3[C:15]([OH:16])=[CH:14][C:13]([O:17][CH3:18])=[C:12]([C:19]([OH:27])=[O:20])[C:10]=3[O:11][C:7]2=[CH:6][C:5]=1[OH:25])(=[O:3])[CH3:2]. The reactants are [C:1]([C:4]1[C:22](=[O:23])[C@@:8]2([CH3:24])[C:9]3[C:15]([OH:16])=[CH:14][C:13]([O:17][CH3:18])=[C:12]([C:19](N)=[O:20])[C:10]=3[O:11][C:7]2=[CH:6][C:5]=1[OH:25])(=[O:3])[CH3:2].N([O-])=[O:27].[Na+]. The catalyst is C(#N)C.S(=O)(=O)(O)O.